The task is: Predict the reactants needed to synthesize the given product.. This data is from Full USPTO retrosynthesis dataset with 1.9M reactions from patents (1976-2016). (1) Given the product [Cl:18][C:13]1[CH:12]=[C:11]([N:7]2[C:8]([CH3:10])=[CH:9][C:5]([O:4][CH2:3][CH2:2][N:22]3[CH2:21][CH2:20][N:19]([C:25]([O:27][CH2:28][CH3:29])=[O:26])[CH2:24][CH2:23]3)=[N:6]2)[CH:16]=[CH:15][C:14]=1[Cl:17], predict the reactants needed to synthesize it. The reactants are: Cl[CH2:2][CH2:3][O:4][C:5]1[CH:9]=[C:8]([CH3:10])[N:7]([C:11]2[CH:16]=[CH:15][C:14]([Cl:17])=[C:13]([Cl:18])[CH:12]=2)[N:6]=1.[N:19]1([C:25]([O:27][CH2:28][CH3:29])=[O:26])[CH2:24][CH2:23][NH:22][CH2:21][CH2:20]1.C([O-])([O-])=O.[K+].[K+].[Na+].[I-]. (2) Given the product [CH2:1]([N:8]1[CH2:12][C@H:11]2[C@@H:13]([NH:16][S@:17]([C:19]([CH3:22])([CH3:21])[CH3:20])=[O:18])[CH2:14][CH2:15][C@H:10]2[CH2:9]1)[C:2]1[CH:3]=[CH:4][CH:5]=[CH:6][CH:7]=1, predict the reactants needed to synthesize it. The reactants are: [CH2:1]([N:8]1[CH2:12][C@H:11]2/[C:13](=[N:16]/[S@:17]([C:19]([CH3:22])([CH3:21])[CH3:20])=[O:18])/[CH2:14][CH2:15][C@H:10]2[CH2:9]1)[C:2]1[CH:7]=[CH:6][CH:5]=[CH:4][CH:3]=1.[BH4-].[Na+]. (3) Given the product [O:4]1[C:12]2[CH:11]=[CH:10][N:9]=[C:8]([N:13]3[CH2:18][CH2:17][N:16]([CH2:19][CH2:20][C@H:21]4[CH2:26][CH2:25][C@H:24]([NH:27][C:28](=[O:35])[C:29]5[CH:34]=[CH:33][CH:32]=[CH:31][CH:30]=5)[CH2:23][CH2:22]4)[CH2:15][CH2:14]3)[C:7]=2[CH2:6][CH2:5]1, predict the reactants needed to synthesize it. The reactants are: Cl.Cl.Cl.[O:4]1[C:12]2[CH:11]=[CH:10][N:9]=[C:8]([N:13]3[CH2:18][CH2:17][N:16]([CH2:19][CH2:20][C@H:21]4[CH2:26][CH2:25][C@H:24]([NH2:27])[CH2:23][CH2:22]4)[CH2:15][CH2:14]3)[C:7]=2[CH2:6][CH2:5]1.[C:28](O)(=[O:35])[C:29]1[CH:34]=[CH:33][CH:32]=[CH:31][CH:30]=1. (4) Given the product [F:3][C:4]1[CH:5]=[C:6]([CH:10]2[NH:13][C:24](=[O:14])[C:21]3([CH2:22][O:16][CH2:17][CH2:18][O:19][CH2:20]3)[NH:12][CH2:11]2)[CH:7]=[CH:8][CH:9]=1, predict the reactants needed to synthesize it. The reactants are: Cl.Cl.[F:3][C:4]1[CH:5]=[C:6]([CH:10]([NH2:13])[CH2:11][NH2:12])[CH:7]=[CH:8][CH:9]=1.[OH-:14].[Na+].[O:16]1[CH2:22][C:21](=O)[CH2:20][O:19][CH2:18][CH2:17]1.[CH:24](Cl)(Cl)Cl.Cl. (5) Given the product [F:2][C:3]1([F:8])[CH2:7][CH2:6][N:5]([CH2:17][C:16]2[N:13]([C:14]3[CH:15]=[CH:32][C:27]([C:26]([F:36])([F:35])[F:25])=[CH:28][CH:29]=3)[N:24]=[N:23][N:22]=2)[CH2:4]1, predict the reactants needed to synthesize it. The reactants are: Cl.[F:2][C:3]1([F:8])[CH2:7][CH2:6][NH:5][CH2:4]1.C=O.C([N:13]([CH2:16][CH3:17])[CH2:14][CH3:15])C.C[Si]([N:22]=[N+:23]=[N-:24])(C)C.[F:25][C:26]([F:36])([F:35])[C:27]1[CH:32]=CC([N+]#[C-])=[CH:29][CH:28]=1. (6) The reactants are: [NH:1]1[CH:5]=[CH:4][C:3]([O:6][CH2:7][C:8]2[C:13]([CH3:14])=[CH:12][CH:11]=[CH:10][C:9]=2[N:15]2[C:19](=[O:20])[N:18]([CH3:21])[N:17]=[N:16]2)=[N:2]1.B(O)(O)[C:23]1[CH:28]=[CH:27][C:26]2[O:29][CH2:30][O:31][C:25]=2[CH:24]=1.N1C=CC=CC=1. Given the product [CH2:30]1[O:31][C:25]2[CH:24]=[CH:23][C:28]([N:1]3[CH:5]=[CH:4][C:3]([O:6][CH2:7][C:8]4[C:13]([CH3:14])=[CH:12][CH:11]=[CH:10][C:9]=4[N:15]4[C:19](=[O:20])[N:18]([CH3:21])[N:17]=[N:16]4)=[N:2]3)=[CH:27][C:26]=2[O:29]1, predict the reactants needed to synthesize it. (7) Given the product [C:1]([O:5][C:6]([CH:8]1[CH2:9][CH2:10][CH:11]([N:14]([CH2:15][C:16]2[CH:21]=[CH:20][CH:19]=[CH:18][CH:17]=2)[CH2:23][C:24]([O:26][C:27]([CH3:30])([CH3:29])[CH3:28])=[O:25])[CH2:12][CH2:13]1)=[O:7])([CH3:4])([CH3:2])[CH3:3], predict the reactants needed to synthesize it. The reactants are: [C:1]([O:5][C:6]([CH:8]1[CH2:13][CH2:12][CH:11]([NH:14][CH2:15][C:16]2[CH:21]=[CH:20][CH:19]=[CH:18][CH:17]=2)[CH2:10][CH2:9]1)=[O:7])([CH3:4])([CH3:3])[CH3:2].Br[CH2:23][C:24]([O:26][C:27]([CH3:30])([CH3:29])[CH3:28])=[O:25].C([O-])([O-])=O.[Cs+].[Cs+].O. (8) The reactants are: [F:1][C:2]([F:15])([F:14])[O:3][C:4]1[CH:13]=[CH:12][C:7]2[N:8]=[C:9]([NH2:11])[S:10][C:6]=2[CH:5]=1.[Cl:16][C:17]1[CH:25]=[CH:24][C:20]([C:21](Cl)=[O:22])=[CH:19][CH:18]=1.Br[CH:27]([CH2:32][CH3:33])[C:28]([O:30]C)=[O:29].COC1C=CC2N=C(N)SC=2C=1.ClC1C=C(C=CC=1)C(Cl)=O.BrCC(OCC)=O. Given the product [Cl:16][C:17]1[CH:25]=[CH:24][C:20]([C:21]([N:11]=[C:9]2[N:8]([CH:27]([CH2:32][CH3:33])[C:28]([OH:30])=[O:29])[C:7]3[CH:12]=[CH:13][C:4]([O:3][C:2]([F:1])([F:14])[F:15])=[CH:5][C:6]=3[S:10]2)=[O:22])=[CH:19][CH:18]=1, predict the reactants needed to synthesize it. (9) Given the product [F:1][C:2]1([CH2:10][OH:11])[CH2:3][CH2:4][C:5]([F:9])([F:8])[CH2:6][CH2:7]1, predict the reactants needed to synthesize it. The reactants are: [F:1][C:2]1([C:10](OCC)=[O:11])[CH2:7][CH2:6][C:5]([F:9])([F:8])[CH2:4][CH2:3]1.[H-].[Al+3].[Li+].[H-].[H-].[H-]. (10) The reactants are: [CH3:1][C:2]1[C:6]([C:7](=[O:17])[CH2:8][CH2:9][CH2:10][C:11]2[CH:16]=[CH:15][CH:14]=[CH:13][CH:12]=2)=[C:5]([C:18]2[CH:23]=[CH:22][C:21]([C:24]3[CH:29]=[CH:28][C:27]([C:30]4([C:33]([OH:35])=[O:34])[CH2:32][CH2:31]4)=[CH:26][CH:25]=3)=[CH:20][CH:19]=2)[O:4][N:3]=1.[CH3:36][Mg]I. Given the product [OH:17][C:7]([C:6]1[C:2]([CH3:1])=[N:3][O:4][C:5]=1[C:18]1[CH:23]=[CH:22][C:21]([C:24]2[CH:25]=[CH:26][C:27]([C:30]3([C:33]([OH:35])=[O:34])[CH2:32][CH2:31]3)=[CH:28][CH:29]=2)=[CH:20][CH:19]=1)([CH3:36])[CH2:8][CH2:9][CH2:10][C:11]1[CH:12]=[CH:13][CH:14]=[CH:15][CH:16]=1, predict the reactants needed to synthesize it.